From a dataset of Forward reaction prediction with 1.9M reactions from USPTO patents (1976-2016). Predict the product of the given reaction. Given the reactants [CH2:1]([C@H:8]([NH:30]C(=O)OC(C)(C)C)[CH2:9][C@H:10]([OH:29])[C@@H:11]([NH:19][C:20]([O:22][CH2:23][C:24]1[S:28][CH:27]=[N:26][CH:25]=1)=[O:21])[CH2:12][C:13]1[CH:18]=[CH:17][CH:16]=[CH:15][CH:14]=1)[C:2]1[CH:7]=[CH:6][CH:5]=[CH:4][CH:3]=1, predict the reaction product. The product is: [NH2:30][C@@H:8]([CH2:1][C:2]1[CH:3]=[CH:4][CH:5]=[CH:6][CH:7]=1)[CH2:9][C@H:10]([OH:29])[C@@H:11]([NH:19][C:20](=[O:21])[O:22][CH2:23][C:24]1[S:28][CH:27]=[N:26][CH:25]=1)[CH2:12][C:13]1[CH:18]=[CH:17][CH:16]=[CH:15][CH:14]=1.